Dataset: NCI-60 drug combinations with 297,098 pairs across 59 cell lines. Task: Regression. Given two drug SMILES strings and cell line genomic features, predict the synergy score measuring deviation from expected non-interaction effect. (1) Drug 1: CC1=C(C=C(C=C1)NC(=O)C2=CC=C(C=C2)CN3CCN(CC3)C)NC4=NC=CC(=N4)C5=CN=CC=C5. Drug 2: N.N.Cl[Pt+2]Cl. Cell line: SF-268. Synergy scores: CSS=51.2, Synergy_ZIP=-0.906, Synergy_Bliss=-2.45, Synergy_Loewe=-14.0, Synergy_HSA=-2.36. (2) Synergy scores: CSS=-15.4, Synergy_ZIP=4.72, Synergy_Bliss=-0.818, Synergy_Loewe=-11.2, Synergy_HSA=-10.6. Cell line: M14. Drug 2: C(CCl)NC(=O)N(CCCl)N=O. Drug 1: C1CCC(C1)C(CC#N)N2C=C(C=N2)C3=C4C=CNC4=NC=N3.